From a dataset of NCI-60 drug combinations with 297,098 pairs across 59 cell lines. Regression. Given two drug SMILES strings and cell line genomic features, predict the synergy score measuring deviation from expected non-interaction effect. (1) Drug 1: CCC1=CC2CC(C3=C(CN(C2)C1)C4=CC=CC=C4N3)(C5=C(C=C6C(=C5)C78CCN9C7C(C=CC9)(C(C(C8N6C)(C(=O)OC)O)OC(=O)C)CC)OC)C(=O)OC.C(C(C(=O)O)O)(C(=O)O)O. Drug 2: C1=CC(=CC=C1CC(C(=O)O)N)N(CCCl)CCCl.Cl. Cell line: SK-MEL-28. Synergy scores: CSS=21.8, Synergy_ZIP=2.03, Synergy_Bliss=3.79, Synergy_Loewe=-19.1, Synergy_HSA=2.21. (2) Drug 1: C1CN1P(=S)(N2CC2)N3CC3. Drug 2: C1C(C(OC1N2C=NC3=C(N=C(N=C32)Cl)N)CO)O. Cell line: CAKI-1. Synergy scores: CSS=40.6, Synergy_ZIP=-2.92, Synergy_Bliss=0.119, Synergy_Loewe=-13.6, Synergy_HSA=3.77.